From a dataset of NCI-60 drug combinations with 297,098 pairs across 59 cell lines. Regression. Given two drug SMILES strings and cell line genomic features, predict the synergy score measuring deviation from expected non-interaction effect. (1) Drug 1: CS(=O)(=O)C1=CC(=C(C=C1)C(=O)NC2=CC(=C(C=C2)Cl)C3=CC=CC=N3)Cl. Drug 2: CC(C)CN1C=NC2=C1C3=CC=CC=C3N=C2N. Cell line: SF-539. Synergy scores: CSS=2.20, Synergy_ZIP=-0.620, Synergy_Bliss=0.326, Synergy_Loewe=-2.34, Synergy_HSA=-2.43. (2) Drug 1: COC1=CC(=CC(=C1O)OC)C2C3C(COC3=O)C(C4=CC5=C(C=C24)OCO5)OC6C(C(C7C(O6)COC(O7)C8=CC=CS8)O)O. Drug 2: CC(C)CN1C=NC2=C1C3=CC=CC=C3N=C2N. Synergy scores: CSS=2.16, Synergy_ZIP=4.91, Synergy_Bliss=0.834, Synergy_Loewe=-0.785, Synergy_HSA=-0.200. Cell line: OVCAR-4. (3) Drug 1: C#CCC(CC1=CN=C2C(=N1)C(=NC(=N2)N)N)C3=CC=C(C=C3)C(=O)NC(CCC(=O)O)C(=O)O. Drug 2: CC1=C(C(=O)C2=C(C1=O)N3CC4C(C3(C2COC(=O)N)OC)N4)N. Cell line: HCC-2998. Synergy scores: CSS=30.1, Synergy_ZIP=-2.05, Synergy_Bliss=-5.53, Synergy_Loewe=0.853, Synergy_HSA=-0.372.